The task is: Predict the reactants needed to synthesize the given product.. This data is from Full USPTO retrosynthesis dataset with 1.9M reactions from patents (1976-2016). (1) Given the product [NH3:17].[Cl:31][C:28]1[CH:29]=[CH:30][C:25]([C@@H:23]([N:17]2[C:16]3[CH:11]([CH2:10][C:9]([OH:32])=[O:8])[CH2:12][CH2:13][CH2:14][C:15]=3[N:19]=[C:18]2[CH:20]([CH3:22])[CH3:21])[CH3:24])=[CH:26][CH:27]=1, predict the reactants needed to synthesize it. The reactants are: C1(C[O:8][C:9](=[O:32])[CH2:10][CH:11]2[C:16]3[N:17]([C@H:23]([C:25]4[CH:30]=[CH:29][C:28]([Cl:31])=[CH:27][CH:26]=4)[CH3:24])[C:18]([CH:20]([CH3:22])[CH3:21])=[N:19][C:15]=3[CH2:14][CH2:13][CH2:12]2)C=CC=CC=1.[OH-].[Na+].Cl. (2) Given the product [CH3:17][O:13][C:12](=[O:14])[C:11]1[CH:15]=[C:7]([Cl:6])[C:8]([Cl:16])=[N:9][CH:10]=1, predict the reactants needed to synthesize it. The reactants are: S(=O)(=O)(O)O.[Cl:6][C:7]1[C:8]([Cl:16])=[N:9][CH:10]=[C:11]([CH:15]=1)[C:12]([OH:14])=[O:13].[C:17](=O)(O)[O-].[Na+]. (3) Given the product [CH3:1][O:2][C:3](=[O:16])[CH2:4][CH2:5][NH:6][C:7](=[O:15])[C:8]1[CH:9]=[CH:10][C:11]([O:14][CH:31]([C:28]2[CH:27]=[CH:26][C:25]([C:22]3[CH:21]=[CH:20][C:19]([C:18]([F:38])([F:17])[F:37])=[CH:24][N:23]=3)=[CH:30][CH:29]=2)[CH2:32][CH2:33][CH2:34][CH3:35])=[CH:12][CH:13]=1, predict the reactants needed to synthesize it. The reactants are: [CH3:1][O:2][C:3](=[O:16])[CH2:4][CH2:5][NH:6][C:7](=[O:15])[C:8]1[CH:13]=[CH:12][C:11]([OH:14])=[CH:10][CH:9]=1.[F:17][C:18]([F:38])([F:37])[C:19]1[CH:20]=[CH:21][C:22]([C:25]2[CH:30]=[CH:29][C:28]([CH:31](O)[CH2:32][CH2:33][CH2:34][CH3:35])=[CH:27][CH:26]=2)=[N:23][CH:24]=1.C(P(CCCC)CCCC)CCC.N(C(N1CCCCC1)=O)=NC(N1CCCCC1)=O. (4) Given the product [F:1][C:2]1[CH:7]=[CH:6][C:5]([N:8]2[C:11](=[O:12])[C@H:10]([S:13][CH2:14][CH:15]([C:17]3[CH:18]=[CH:19][C:20]([F:23])=[CH:21][CH:22]=3)[OH:16])[C@H:9]2[C:24]2[CH:38]=[CH:37][C:27]([O:28][CH2:29][C:30]([NH:32][CH2:33][C:42]([NH:69][C@H:70]([CH2:74][CH2:75][C:76]3[CH:77]=[CH:78][C:79]([OH:82])=[CH:80][CH:81]=3)[C:71]([OH:73])=[O:72])=[O:43])=[O:31])=[CH:26][CH:25]=2)=[CH:4][CH:3]=1, predict the reactants needed to synthesize it. The reactants are: [F:1][C:2]1[CH:7]=[CH:6][C:5]([N:8]2[C:11](=[O:12])[C@H:10]([S:13][CH2:14][C:15]([C:17]3[CH:22]=[CH:21][C:20]([F:23])=[CH:19][CH:18]=3)=[O:16])[C@H:9]2[C:24]2[CH:38]=[CH:37][C:27]([O:28][CH2:29][C:30]([NH:32][CH2:33]C(O)=O)=[O:31])=[CH:26][CH:25]=2)=[CH:4][CH:3]=1.CN1CC[O:43][CH2:42]C1.CN(C(ON1N=NC2C=CC=CC1=2)=[N+](C)C)C.[B-](F)(F)(F)F.Br.[NH2:69][C@H:70]([CH2:74][CH2:75][C:76]1[CH:81]=[CH:80][C:79]([OH:82])=[CH:78][CH:77]=1)[C:71]([OH:73])=[O:72].[BH4-].[Na+].C([O-])(=O)C.[NH4+].